This data is from Merck oncology drug combination screen with 23,052 pairs across 39 cell lines. The task is: Regression. Given two drug SMILES strings and cell line genomic features, predict the synergy score measuring deviation from expected non-interaction effect. (1) Drug 1: CCC1=CC2CN(C1)Cc1c([nH]c3ccccc13)C(C(=O)OC)(c1cc3c(cc1OC)N(C)C1C(O)(C(=O)OC)C(OC(C)=O)C4(CC)C=CCN5CCC31C54)C2. Drug 2: NC1(c2ccc(-c3nc4ccn5c(=O)[nH]nc5c4cc3-c3ccccc3)cc2)CCC1. Cell line: HCT116. Synergy scores: synergy=0.828. (2) Drug 1: O=S1(=O)NC2(CN1CC(F)(F)F)C1CCC2Cc2cc(C=CCN3CCC(C(F)(F)F)CC3)ccc2C1. Drug 2: Cn1cc(-c2cnn3c(N)c(Br)c(C4CCCNC4)nc23)cn1. Cell line: LOVO. Synergy scores: synergy=14.7. (3) Drug 1: CCC1(O)C(=O)OCc2c1cc1n(c2=O)Cc2cc3c(CN(C)C)c(O)ccc3nc2-1. Drug 2: Cn1cc(-c2cnn3c(N)c(Br)c(C4CCCNC4)nc23)cn1. Cell line: HT29. Synergy scores: synergy=24.1. (4) Drug 1: COc1cccc2c1C(=O)c1c(O)c3c(c(O)c1C2=O)CC(O)(C(=O)CO)CC3OC1CC(N)C(O)C(C)O1. Drug 2: C=CCn1c(=O)c2cnc(Nc3ccc(N4CCN(C)CC4)cc3)nc2n1-c1cccc(C(C)(C)O)n1. Cell line: MSTO. Synergy scores: synergy=7.91. (5) Synergy scores: synergy=14.3. Drug 1: COC1CC2CCC(C)C(O)(O2)C(=O)C(=O)N2CCCCC2C(=O)OC(C(C)CC2CCC(OP(C)(C)=O)C(OC)C2)CC(=O)C(C)C=C(C)C(O)C(OC)C(=O)C(C)CC(C)C=CC=CC=C1C. Cell line: UWB1289. Drug 2: NC1CCCCC1N.O=C(O)C(=O)O.[Pt+2]. (6) Drug 2: Cn1cc(-c2cnn3c(N)c(Br)c(C4CCCNC4)nc23)cn1. Cell line: OCUBM. Drug 1: CCC1=CC2CN(C1)Cc1c([nH]c3ccccc13)C(C(=O)OC)(c1cc3c(cc1OC)N(C)C1C(O)(C(=O)OC)C(OC(C)=O)C4(CC)C=CCN5CCC31C54)C2. Synergy scores: synergy=-10.7. (7) Drug 1: O=C(O)C1(Cc2cccc(Nc3nccs3)n2)CCC(Oc2cccc(Cl)c2F)CC1. Drug 2: COC1CC2CCC(C)C(O)(O2)C(=O)C(=O)N2CCCCC2C(=O)OC(C(C)CC2CCC(OP(C)(C)=O)C(OC)C2)CC(=O)C(C)C=C(C)C(O)C(OC)C(=O)C(C)CC(C)C=CC=CC=C1C. Cell line: SKOV3. Synergy scores: synergy=28.4. (8) Drug 1: N#Cc1ccc(Cn2cncc2CN2CCN(c3cccc(Cl)c3)C(=O)C2)cc1. Drug 2: NC1CCCCC1N.O=C(O)C(=O)O.[Pt+2]. Cell line: HT144. Synergy scores: synergy=-6.61.